Dataset: NCI-60 drug combinations with 297,098 pairs across 59 cell lines. Task: Regression. Given two drug SMILES strings and cell line genomic features, predict the synergy score measuring deviation from expected non-interaction effect. (1) Drug 1: CS(=O)(=O)C1=CC(=C(C=C1)C(=O)NC2=CC(=C(C=C2)Cl)C3=CC=CC=N3)Cl. Drug 2: N.N.Cl[Pt+2]Cl. Cell line: MDA-MB-231. Synergy scores: CSS=3.34, Synergy_ZIP=-2.05, Synergy_Bliss=-1.44, Synergy_Loewe=-2.35, Synergy_HSA=-2.19. (2) Drug 1: CN1CCC(CC1)COC2=C(C=C3C(=C2)N=CN=C3NC4=C(C=C(C=C4)Br)F)OC. Drug 2: CCC1=CC2CC(C3=C(CN(C2)C1)C4=CC=CC=C4N3)(C5=C(C=C6C(=C5)C78CCN9C7C(C=CC9)(C(C(C8N6C)(C(=O)OC)O)OC(=O)C)CC)OC)C(=O)OC.C(C(C(=O)O)O)(C(=O)O)O. Cell line: SN12C. Synergy scores: CSS=40.1, Synergy_ZIP=-0.790, Synergy_Bliss=4.52, Synergy_Loewe=6.40, Synergy_HSA=7.28. (3) Drug 1: CC12CCC3C(C1CCC2O)C(CC4=C3C=CC(=C4)O)CCCCCCCCCS(=O)CCCC(C(F)(F)F)(F)F. Drug 2: CC1=C2C(C(=O)C3(C(CC4C(C3C(C(C2(C)C)(CC1OC(=O)C(C(C5=CC=CC=C5)NC(=O)OC(C)(C)C)O)O)OC(=O)C6=CC=CC=C6)(CO4)OC(=O)C)O)C)O. Cell line: TK-10. Synergy scores: CSS=-5.91, Synergy_ZIP=9.69, Synergy_Bliss=10.1, Synergy_Loewe=6.61, Synergy_HSA=-5.82. (4) Drug 1: C1=C(C(=O)NC(=O)N1)F. Drug 2: CC1=C2C(C(=O)C3(C(CC4C(C3C(C(C2(C)C)(CC1OC(=O)C(C(C5=CC=CC=C5)NC(=O)C6=CC=CC=C6)O)O)OC(=O)C7=CC=CC=C7)(CO4)OC(=O)C)O)C)OC(=O)C. Cell line: SW-620. Synergy scores: CSS=58.6, Synergy_ZIP=0.469, Synergy_Bliss=0.629, Synergy_Loewe=2.00, Synergy_HSA=4.19. (5) Drug 1: CC(C)(C#N)C1=CC(=CC(=C1)CN2C=NC=N2)C(C)(C)C#N. Drug 2: C1=NNC2=C1C(=O)NC=N2. Cell line: LOX IMVI. Synergy scores: CSS=11.1, Synergy_ZIP=-1.65, Synergy_Bliss=6.83, Synergy_Loewe=4.59, Synergy_HSA=6.13. (6) Drug 1: CC1C(C(CC(O1)OC2CC(CC3=C2C(=C4C(=C3O)C(=O)C5=C(C4=O)C(=CC=C5)OC)O)(C(=O)C)O)N)O.Cl. Drug 2: CC1=C2C(C(=O)C3(C(CC4C(C3C(C(C2(C)C)(CC1OC(=O)C(C(C5=CC=CC=C5)NC(=O)C6=CC=CC=C6)O)O)OC(=O)C7=CC=CC=C7)(CO4)OC(=O)C)O)C)OC(=O)C. Cell line: UO-31. Synergy scores: CSS=12.2, Synergy_ZIP=-4.98, Synergy_Bliss=-3.25, Synergy_Loewe=0.106, Synergy_HSA=0.385. (7) Drug 1: C1=NC2=C(N1)C(=S)N=C(N2)N. Drug 2: CC1=C(C(=CC=C1)Cl)NC(=O)C2=CN=C(S2)NC3=CC(=NC(=N3)C)N4CCN(CC4)CCO. Cell line: MCF7. Synergy scores: CSS=26.5, Synergy_ZIP=3.01, Synergy_Bliss=4.02, Synergy_Loewe=-1.44, Synergy_HSA=-0.947.